From a dataset of Reaction yield outcomes from USPTO patents with 853,638 reactions. Predict the reaction yield, written as a fraction of the theoretical maximum amount of product (1.0 means a 100% yield; for example, 0.34 means a 34% yield). (1) The reactants are C(O)C.C(O[CH2:12][C:13]1([CH3:39])[CH2:17][C:16]2[C:18]([CH3:38])=[C:19]([N:24]3[CH2:29][CH2:28][N:27]([C:30]4[CH:35]=[CH:34][C:33]([O:36][CH3:37])=[CH:32][CH:31]=4)[CH2:26][CH2:25]3)[C:20]([CH3:23])=[C:21]([CH3:22])[C:15]=2[O:14]1)C1C=CC=CC=1.[CH:40]([OH:42])=[O:41]. The catalyst is [C].[Pd]. The product is [CH:40]([O:42][CH2:12][C:13]1([CH3:39])[CH2:17][C:16]2[C:18]([CH3:38])=[C:19]([N:24]3[CH2:29][CH2:28][N:27]([C:30]4[CH:31]=[CH:32][C:33]([O:36][CH3:37])=[CH:34][CH:35]=4)[CH2:26][CH2:25]3)[C:20]([CH3:23])=[C:21]([CH3:22])[C:15]=2[O:14]1)=[O:41]. The yield is 0.490. (2) The reactants are [CH3:1][C:2]1[CH:8]=[CH:7][C:5]([NH2:6])=[CH:4][CH:3]=1.[N:9]([O-])=O.[Na+].C([O-])(=O)C.[Na+].[C:18]([CH2:21][C:22](=[O:24])[CH3:23])(=[O:20])[CH3:19]. The catalyst is C(O)(=O)C.Cl.O.C(O)C. The product is [CH3:1][C:2]1[CH:8]=[CH:7][C:5]([NH:6][N:9]=[C:21]([C:22](=[O:24])[CH3:23])[C:18](=[O:20])[CH3:19])=[CH:4][CH:3]=1. The yield is 0.240. (3) The reactants are [NH2:1][C:2]1[CH:7]=[CH:6][C:5]([NH:8][C:9](=[O:15])/[CH:10]=[CH:11]\[C:12]([OH:14])=[O:13])=[CH:4][CH:3]=1.[OH-:16].[Na+:17]. The catalyst is O. The yield is 0.867. The product is [OH2:13].[OH2:16].[NH2:1][C:2]1[CH:3]=[CH:4][C:5]([NH:8][C:9](=[O:15])/[CH:10]=[CH:11]\[C:12]([O-:14])=[O:13])=[CH:6][CH:7]=1.[Na+:17]. (4) The reactants are N1([C:7]([C:9]2[N:14]=[CH:13][C:12]([N:15]3[CH2:20][CH2:19][O:18][CH2:17][CH2:16]3)=[CH:11][CH:10]=2)=[O:8])CCCCC1.Cl.[OH-:22].[K+]. No catalyst specified. The product is [O:18]1[CH2:19][CH2:20][N:15]([C:12]2[CH:11]=[CH:10][C:9]([C:7]([OH:8])=[O:22])=[N:14][CH:13]=2)[CH2:16][CH2:17]1. The yield is 0.710. (5) The reactants are [CH3:1][N:2]1[CH:6]=[C:5]([C:7]2[NH:11][C:10]3[C:12]([C:34]#[N:35])=[CH:13][CH:14]=[C:15]([C:16]4[CH:21]=[CH:20][CH:19]=[C:18]([N:22]5[C:31](=[O:32])[C:30]6[C:25](=[CH:26][CH:27]=[CH:28][CH:29]=6)[N:24]=[CH:23]5)[C:17]=4[CH3:33])[C:9]=3[N:8]=2)[CH:4]=[N:3]1.C([OH:40])CCC.[OH-].[Na+].OO. The catalyst is CS(C)=O. The product is [CH3:1][N:2]1[CH:6]=[C:5]([C:7]2[NH:11][C:10]3[C:12]([C:34]([NH2:35])=[O:40])=[CH:13][CH:14]=[C:15]([C:16]4[CH:21]=[CH:20][CH:19]=[C:18]([N:22]5[C:31](=[O:32])[C:30]6[C:25](=[CH:26][CH:27]=[CH:28][CH:29]=6)[N:24]=[CH:23]5)[C:17]=4[CH3:33])[C:9]=3[N:8]=2)[CH:4]=[N:3]1. The yield is 0.480. (6) The reactants are [Cl:1][C:2]1[CH:3]=[C:4]([C:8]2[C:12]([CH2:13][O:14][C:15]3[CH:23]=[CH:22][C:18]([C:19]([OH:21])=O)=[CH:17][N:16]=3)=[C:11]([CH3:24])[O:10][N:9]=2)[CH:5]=[CH:6][CH:7]=1.F[B-](F)(F)F.N1(OC(N(C)C)=[N+](C)C)C2C=CC=CC=2N=N1.C(N(CC)C(C)C)(C)C.[F:56][C:57]([F:61])([F:60])[CH2:58][NH2:59]. The catalyst is CN(C=O)C. The product is [Cl:1][C:2]1[CH:3]=[C:4]([C:8]2[C:12]([CH2:13][O:14][C:15]3[CH:23]=[CH:22][C:18]([C:19]([NH:59][CH2:58][C:57]([F:61])([F:60])[F:56])=[O:21])=[CH:17][N:16]=3)=[C:11]([CH3:24])[O:10][N:9]=2)[CH:5]=[CH:6][CH:7]=1. The yield is 0.350.